From a dataset of Catalyst prediction with 721,799 reactions and 888 catalyst types from USPTO. Predict which catalyst facilitates the given reaction. (1) Reactant: [CH3:1][O:2][C:3]([C:5]1[CH:10]=[CH:9][C:8]([CH2:11][N:12]2[C:18](=[O:19])[CH2:17][CH2:16][N:15](C(OC(C)(C)C)=O)[CH2:14][CH2:13]2)=[CH:7][CH:6]=1)=[O:4].Cl. Product: [O:19]=[C:18]1[N:12]([CH2:11][C:8]2[CH:9]=[CH:10][C:5]([C:3]([O:2][CH3:1])=[O:4])=[CH:6][CH:7]=2)[CH2:13][CH2:14][NH:15][CH2:16][CH2:17]1. The catalyst class is: 4. (2) Reactant: CC1C=CC(S(O[CH2:12][CH2:13][CH2:14][F:15])(=O)=O)=CC=1.C([O-])([O-])=O.[K+].[K+].[CH3:22][NH:23][C:24]([C:26]1[C:30]2[CH:31]=[C:32]([Br:40])[C:33]([NH:35][S:36]([CH3:39])(=[O:38])=[O:37])=[CH:34][C:29]=2[O:28][C:27]=1[C:41]1[CH:46]=[CH:45][C:44]([F:47])=[CH:43][CH:42]=1)=[O:25]. Product: [Br:40][C:32]1[C:33]([N:35]([CH2:12][CH2:13][CH2:14][F:15])[S:36]([CH3:39])(=[O:37])=[O:38])=[CH:34][C:29]2[O:28][C:27]([C:41]3[CH:46]=[CH:45][C:44]([F:47])=[CH:43][CH:42]=3)=[C:26]([C:24]([NH:23][CH3:22])=[O:25])[C:30]=2[CH:31]=1. The catalyst class is: 3. (3) Reactant: [CH:1]1([O:4][C:5]2[CH:10]=[CH:9][C:8]([C:11]#[C:12][Si](C)(C)C)=[CH:7][CH:6]=2)[CH2:3][CH2:2]1.[OH-].[Na+].Cl. Product: [CH:1]1([O:4][C:5]2[CH:10]=[CH:9][C:8]([C:11]#[CH:12])=[CH:7][CH:6]=2)[CH2:3][CH2:2]1. The catalyst class is: 24. (4) Product: [CH2:59]([O:58][C:56]([C:48]1([C:51]([O:53][CH2:54][CH3:55])=[O:52])[CH2:47][CH2:46][N:45]([CH2:44][CH2:43][NH:42][C@:26]23[CH2:38][CH2:37][C@@H:36]([C:39]([CH3:41])=[CH2:40])[C@@H:27]2[C@@H:28]2[C@@:23]([CH3:61])([CH2:24][CH2:25]3)[C@@:22]3([CH3:62])[C@@H:31]([C@:32]4([CH3:35])[C@@H:19]([CH2:20][CH2:21]3)[C:18]([CH3:64])([CH3:63])[C:17]([C:14]3[CH2:15][CH2:16][C@:11]([CH2:65][F:66])([C:9]([OH:10])=[O:8])[CH2:12][CH:13]=3)=[CH:34][CH2:33]4)[CH2:30][CH2:29]2)[CH2:50][CH2:49]1)=[O:57])[CH3:60]. Reactant: [Si]([O:8][C:9]([C@@:11]1([CH2:65][F:66])[CH2:16][CH2:15][C:14]([C:17]2[C:18]([CH3:64])([CH3:63])[C@H:19]3[C@:32]([CH3:35])([CH2:33][CH:34]=2)[C@@H:31]2[C@:22]([CH3:62])([C@@:23]4([CH3:61])[C@H:28]([CH2:29][CH2:30]2)[C@H:27]2[C@H:36]([C:39]([CH3:41])=[CH2:40])[CH2:37][CH2:38][C@:26]2([NH:42][CH2:43][CH2:44][N:45]2[CH2:50][CH2:49][C:48]([C:56]([O:58][CH2:59][CH3:60])=[O:57])([C:51]([O:53][CH2:54][CH3:55])=[O:52])[CH2:47][CH2:46]2)[CH2:25][CH2:24]4)[CH2:21][CH2:20]3)=[CH:13][CH2:12]1)=[O:10])(C(C)(C)C)(C)C.CCCC[N+](CCCC)(CCCC)CCCC.[F-]. The catalyst class is: 1. (5) Reactant: [F:1][C:2]1([F:38])[CH:7]([CH2:8][O:9]C2C=CC=CC=2)[CH2:6][CH2:5][N:4]([C:16]2[CH:35]=[C:34]([O:36][CH3:37])[CH:33]=[CH:32][C:17]=2[C:18]([N:20]([CH2:27][C:28]([CH3:31])([CH3:30])[CH3:29])[C:21]2[CH:26]=[CH:25][CH:24]=[CH:23][N:22]=2)=[O:19])[CH2:3]1. Product: [F:38][C:2]1([F:1])[CH:7]([CH2:8][OH:9])[CH2:6][CH2:5][N:4]([C:16]2[CH:35]=[C:34]([O:36][CH3:37])[CH:33]=[CH:32][C:17]=2[C:18]([N:20]([CH2:27][C:28]([CH3:31])([CH3:30])[CH3:29])[C:21]2[CH:26]=[CH:25][CH:24]=[CH:23][N:22]=2)=[O:19])[CH2:3]1. The catalyst class is: 129. (6) Product: [Cl:1][C:2]1[CH:18]=[CH:17][CH:16]=[C:15]([Cl:19])[C:3]=1[C:4]([N:6]([C:23](=[O:24])[C:22]1[C:21]([Cl:20])=[CH:29][CH:28]=[CH:27][C:26]=1[Cl:30])[C:7]1[C:12]([F:13])=[CH:11][N:10]=[CH:9][C:8]=1[F:14])=[O:5]. Reactant: [Cl:1][C:2]1[CH:18]=[CH:17][CH:16]=[C:15]([Cl:19])[C:3]=1[C:4]([NH:6][C:7]1[C:12]([F:13])=[CH:11][N:10]=[CH:9][C:8]=1[F:14])=[O:5].[Cl:20][C:21]1[CH:29]=[CH:28][CH:27]=[C:26]([Cl:30])[C:22]=1[C:23](Cl)=[O:24].FC1C=NC=C(F)C=1N. The catalyst class is: 17. (7) Reactant: [CH3:1][N:2]([CH2:4][C:5]1([C:11]2[CH:16]=[CH:15][C:14]([OH:17])=[CH:13][CH:12]=2)[CH2:10][CH2:9][O:8][CH2:7][CH2:6]1)[CH3:3].Cl[CH2:19][CH2:20][CH2:21]Br.C([O-])([O-])=O.[K+].[K+].[CH:29]([NH2:32])([CH3:31])[CH3:30]. Product: [CH3:3][N:2]([CH2:4][C:5]1([C:11]2[CH:16]=[CH:15][C:14]([O:17][CH2:19][CH2:20][CH2:21][NH:32][CH:29]([CH3:31])[CH3:30])=[CH:13][CH:12]=2)[CH2:6][CH2:7][O:8][CH2:9][CH2:10]1)[CH3:1]. The catalyst class is: 3.